From a dataset of Full USPTO retrosynthesis dataset with 1.9M reactions from patents (1976-2016). Predict the reactants needed to synthesize the given product. (1) The reactants are: [CH3:1][O:2][C:3](=[O:15])[C:4]1[C:9]([N+:10]([O-:12])=[O:11])=[CH:8][CH:7]=[C:6]([F:13])[C:5]=1[CH3:14].[Br:16]N1C(=O)CCC1=O.N(C(C)(C)C#N)=NC(C)(C)C#N. Given the product [CH3:1][O:2][C:3](=[O:15])[C:4]1[C:9]([N+:10]([O-:12])=[O:11])=[CH:8][CH:7]=[C:6]([F:13])[C:5]=1[CH2:14][Br:16], predict the reactants needed to synthesize it. (2) Given the product [Br-:7].[O:12]=[C:9]([CH2:10][CH3:11])[CH2:8][S+:6]1[CH2:5][CH2:4][CH2:3][CH2:2][CH2:1]1, predict the reactants needed to synthesize it. The reactants are: [CH2:1]1[S:6][CH2:5][CH2:4][CH2:3][CH2:2]1.[Br:7][CH2:8][C:9](=[O:12])[CH2:10][CH3:11]. (3) The reactants are: [Br:1][C:2]1[N:7]=[C:6]([CH3:8])[C:5]([F:9])=[CH:4][CH:3]=1.C1C=C(Cl)C=C(C(OO)=[O:18])C=1.C([O-])(O)=O.[Na+].[O-]S([O-])(=S)=O.[Na+].[Na+]. Given the product [Br:1][C:2]1[N+:7]([O-:18])=[C:6]([CH3:8])[C:5]([F:9])=[CH:4][CH:3]=1, predict the reactants needed to synthesize it. (4) The reactants are: [O:1]=[C:2]1[N:6]([CH2:7][CH2:8][CH2:9][CH2:10][CH2:11][CH2:12][C:13]([O:15][CH2:16][CH3:17])=[O:14])[C@@H:5](/[CH:18]=[CH:19]/[C:20](=[O:28])[CH2:21][C:22]2[CH:27]=[CH:26][CH:25]=[CH:24][CH:23]=2)[CH2:4][S:3]1.CO.C([BH3-])#N.[Na+]. Given the product [OH:28][CH:20]([CH2:21][C:22]1[CH:23]=[CH:24][CH:25]=[CH:26][CH:27]=1)/[CH:19]=[CH:18]/[C@H:5]1[CH2:4][S:3][C:2](=[O:1])[N:6]1[CH2:7][CH2:8][CH2:9][CH2:10][CH2:11][CH2:12][C:13]([O:15][CH2:16][CH3:17])=[O:14], predict the reactants needed to synthesize it. (5) Given the product [C:1]1([C:27]2[CH:28]=[CH:29][CH:30]=[CH:31][CH:32]=2)[CH:2]=[CH:3][C:4]([CH2:7][C@@H:8]([NH:13][C:14]([C:16]2([CH2:21][C:22]([OH:24])=[O:23])[CH2:17][CH2:18][CH2:19][CH2:20]2)=[O:15])[C:9]([OH:11])=[O:10])=[CH:5][CH:6]=1, predict the reactants needed to synthesize it. The reactants are: [C:1]1([C:27]2[CH:32]=[CH:31][CH:30]=[CH:29][CH:28]=2)[CH:6]=[CH:5][C:4]([CH2:7][C@@H:8]([NH:13][C:14]([C:16]2([CH2:21][C:22]([O:24]CC)=[O:23])[CH2:20][CH2:19][CH2:18][CH2:17]2)=[O:15])[C:9]([O:11]C)=[O:10])=[CH:3][CH:2]=1.CCCC[Sn](O[Sn](CCCC)(CCCC)CCCC)(CCCC)CCCC. (6) Given the product [F:14][C:15]([F:30])([F:31])[C:16]1[CH:17]=[C:18]([CH2:26][C:27]([NH:8][C:5]2[CH:6]=[CH:7][C:2]([Br:1])=[CH:3][C:4]=2[C:9]2[NH:13][N:12]=[N:11][N:10]=2)=[O:28])[CH:19]=[C:20]([C:22]([F:23])([F:24])[F:25])[CH:21]=1, predict the reactants needed to synthesize it. The reactants are: [Br:1][C:2]1[CH:7]=[CH:6][C:5]([NH2:8])=[C:4]([C:9]2[NH:13][N:12]=[N:11][N:10]=2)[CH:3]=1.[F:14][C:15]([F:31])([F:30])[C:16]1[CH:17]=[C:18]([CH2:26][C:27](Cl)=[O:28])[CH:19]=[C:20]([C:22]([F:25])([F:24])[F:23])[CH:21]=1. (7) Given the product [O:1]=[C:2]1[N:6]([C:7]2[CH:8]=[CH:9][C:10]3[C:16](=[O:17])[C:15](=[CH:29][C:26]4[CH:27]=[CH:28][S:24][CH:25]=4)[CH2:14][CH2:13][CH2:12][C:11]=3[CH:18]=2)[CH2:5][C@H:4]([CH2:19][NH:20][C:21](=[O:23])[CH3:22])[O:3]1, predict the reactants needed to synthesize it. The reactants are: [O:1]=[C:2]1[N:6]([C:7]2[CH:8]=[CH:9][C:10]3[C:16](=[O:17])[CH2:15][CH2:14][CH2:13][CH2:12][C:11]=3[CH:18]=2)[CH2:5][C@H:4]([CH2:19][NH:20][C:21](=[O:23])[CH3:22])[O:3]1.[S:24]1[CH:28]=[CH:27][C:26]([CH:29]=O)=[CH:25]1.N1CCCCC1. (8) Given the product [F:1][C:2]1[CH:11]=[C:10]([C:12]2[CH:17]=[CH:16][N:15]3[C:18]([C:21]([NH:22][C:23]4[CH:28]=[C:27]([C:29](=[O:45])[NH:30][CH2:31][C:32]5[CH:37]=[CH:36][CH:35]=[CH:34][C:33]=5[N:38]5[CH2:39][CH2:40][N:41]([CH3:44])[CH2:42][CH2:43]5)[CH:26]=[CH:25][C:24]=4[F:46])=[O:47])=[CH:19][N:20]=[C:14]3[CH:13]=2)[CH:9]=[CH:8][C:3]=1[C:4](=[O:5])[NH:51][CH2:50][CH2:49][F:48], predict the reactants needed to synthesize it. The reactants are: [F:1][C:2]1[CH:11]=[C:10]([C:12]2[CH:17]=[CH:16][N:15]3[C:18]([C:21](=[O:47])[NH:22][C:23]4[CH:28]=[C:27]([C:29](=[O:45])[NH:30][CH2:31][C:32]5[CH:37]=[CH:36][CH:35]=[CH:34][C:33]=5[N:38]5[CH2:43][CH2:42][N:41]([CH3:44])[CH2:40][CH2:39]5)[CH:26]=[CH:25][C:24]=4[F:46])=[CH:19][N:20]=[C:14]3[CH:13]=2)[CH:9]=[CH:8][C:3]=1[C:4](OC)=[O:5].[F:48][CH2:49][CH2:50][NH2:51]. (9) Given the product [ClH:3].[Br:4][C:5]1[CH:6]=[C:7]2[C:15](=[CH:16][CH:17]=1)[N:14]([CH3:1])[C:13]1[CH:12]([NH:18][CH2:19][CH2:20][C:21]3[CH:26]=[CH:25][CH:24]=[CH:23][CH:22]=3)[CH2:11][CH2:10][CH2:9][C:8]2=1, predict the reactants needed to synthesize it. The reactants are: [CH3:1]I.[ClH:3].[Br:4][C:5]1[CH:6]=[C:7]2[C:15](=[CH:16][CH:17]=1)[NH:14][C:13]1[CH:12]([NH:18][CH2:19][CH2:20][C:21]3[CH:26]=[CH:25][CH:24]=[CH:23][CH:22]=3)[CH2:11][CH2:10][CH2:9][C:8]2=1.[H-].[Na+].Cl.